This data is from Forward reaction prediction with 1.9M reactions from USPTO patents (1976-2016). The task is: Predict the product of the given reaction. (1) The product is: [NH2:1][C:2]1[N:7]=[CH:6][N:5]=[C:4]2[N:8]([CH:12]([C:14]3[O:15][C:16]4[C:21]([C:22](=[O:31])[C:23]=3[C:24]3[CH:29]=[CH:28][CH:27]=[C:26]([F:30])[CH:25]=3)=[CH:20][CH:19]=[CH:18][CH:17]=4)[CH3:13])[N:9]=[C:10]([C:36]3[CH:37]=[CH:38][CH:39]=[C:40]4[C:35]=3[CH:34]=[N:33][NH:32]4)[C:3]=12. Given the reactants [NH2:1][C:2]1[N:7]=[CH:6][N:5]=[C:4]2[N:8]([CH:12]([C:14]3[O:15][C:16]4[C:21]([C:22](=[O:31])[C:23]=3[C:24]3[CH:29]=[CH:28][CH:27]=[C:26]([F:30])[CH:25]=3)=[CH:20][CH:19]=[CH:18][CH:17]=4)[CH3:13])[N:9]=[C:10](I)[C:3]=12.[NH:32]1[C:40]2[CH:39]=[CH:38][CH:37]=[C:36](B3OC(C)(C)C(C)(C)O3)[C:35]=2[CH:34]=[N:33]1.C(=O)([O-])[O-].[Na+].[Na+].ClCCl, predict the reaction product. (2) Given the reactants [Cl:1][C:2]1[CH:3]=[C:4]([C:12]2[O:16][N:15]=[C:14]([C:17]3[CH:22]=[CH:21][C:20]([OH:23])=[CH:19][C:18]=3[CH2:24][CH3:25])[N:13]=2)[CH:5]=[CH:6][C:7]=1[O:8][CH:9]([CH3:11])[CH3:10].C(=O)([O-])[O-].[K+].[K+].[Br:32][CH2:33][CH2:34][CH2:35][CH2:36]Br, predict the reaction product. The product is: [Br:32][CH2:33][CH2:34][CH2:35][CH2:36][O:23][C:20]1[CH:21]=[CH:22][C:17]([C:14]2[N:13]=[C:12]([C:4]3[CH:5]=[CH:6][C:7]([O:8][CH:9]([CH3:10])[CH3:11])=[C:2]([Cl:1])[CH:3]=3)[O:16][N:15]=2)=[C:18]([CH2:24][CH3:25])[CH:19]=1. (3) Given the reactants [CH3:1][O:2][C:3](=[O:14])[C:4]1[CH:9]=[CH:8][C:7]([N+:10]([O-:12])=[O:11])=[C:6](F)[CH:5]=1.Cl.Cl.NC[C:19]1[NH:20][C:21]2[CH:27]=[CH:26][CH:25]=[CH:24][C:22]=2[N:23]=1.[CH2:28]([NH2:30])C, predict the reaction product. The product is: [CH3:1][O:2][C:3](=[O:14])[C:4]1[CH:5]=[CH:6][C:7]([N+:10]([O-:12])=[O:11])=[CH:8][CH:9]=1.[NH2:30][CH2:28][N:20]1[C:21]2[CH:27]=[CH:26][CH:25]=[CH:24][C:22]=2[N:23]=[CH:19]1. (4) Given the reactants Br[C:2]1[CH:3]=[C:4]([CH:15]=[CH:16][CH:17]=1)[CH2:5][N:6]([CH3:14])[C:7](=[O:13])[O:8][C:9]([CH3:12])([CH3:11])[CH3:10].[CH3:18][C:19]1[CH:24]=[C:23]([CH:25]=[O:26])[CH:22]=[CH:21][C:20]=1B(O)O, predict the reaction product. The product is: [CH:25]([C:23]1[CH:22]=[CH:21][C:20]([C:2]2[CH:17]=[CH:16][CH:15]=[C:4]([CH2:5][N:6]([CH3:14])[C:7](=[O:13])[O:8][C:9]([CH3:12])([CH3:11])[CH3:10])[CH:3]=2)=[C:19]([CH3:18])[CH:24]=1)=[O:26]. (5) The product is: [C:1]([C:2]1[CH:8]=[CH:7][CH:6]=[CH:5][C:3]=1[NH:4][CH2:11][C:12]([O:14][CH2:15][CH3:16])=[O:13])#[N:9]. Given the reactants [C:1](#[N:9])[C:2]1[C:3](=[CH:5][CH:6]=[CH:7][CH:8]=1)[NH2:4].Br[CH2:11][C:12]([O:14][CH2:15][CH3:16])=[O:13].C(=O)(O)[O-].[Na+], predict the reaction product. (6) The product is: [CH:14]1([NH:17][C:18]([C:19]2[CH:20]=[C:21]([F:35])[C:22]([CH3:34])=[C:23]([C:2]3[CH:11]=[CH:10][C:5]([C:6]([O:8][CH3:9])=[O:7])=[CH:4][C:3]=3[CH:12]=[O:13])[CH:24]=2)=[O:36])[CH2:16][CH2:15]1. Given the reactants Br[C:2]1[CH:11]=[CH:10][C:5]([C:6]([O:8][CH3:9])=[O:7])=[CH:4][C:3]=1[CH:12]=[O:13].[CH:14]1([NH:17][C:18](=[O:36])[C:19]2[CH:24]=[C:23](B3OC(C)(C)C(C)(C)O3)[C:22]([CH3:34])=[C:21]([F:35])[CH:20]=2)[CH2:16][CH2:15]1.C(=O)([O-])[O-].[K+].[K+], predict the reaction product. (7) Given the reactants Br[C:2]1[CH:3]=[CH:4][C:5](OCCCCCCC)=[C:6]([CH:38]=1)[C:7]([NH:9][C@@H:10]([CH2:14][C:15]1[CH:20]=[CH:19][C:18]([C:21]2[CH:26]=[CH:25][CH:24]=[CH:23][C:22]=2OC2C=CC(C(F)(F)F)=CC=2)=[CH:17][CH:16]=1)[C:11]([OH:13])=[O:12])=[O:8].[C:47]([C:51]1[CH:56]=[CH:55][C:54](B(O)O)=[CH:53][CH:52]=1)([CH3:50])([CH3:49])[CH3:48], predict the reaction product. The product is: [C:18]1([C:21]2[CH:26]=[CH:25][CH:24]=[CH:23][CH:22]=2)[CH:19]=[CH:20][C:15]([CH2:14][C@H:10]([NH:9][C:7]([C:6]2[CH:38]=[C:2]([C:54]3[CH:55]=[CH:56][C:51]([C:47]([CH3:50])([CH3:49])[CH3:48])=[CH:52][CH:53]=3)[CH:3]=[CH:4][CH:5]=2)=[O:8])[C:11]([OH:13])=[O:12])=[CH:16][CH:17]=1.